Dataset: Forward reaction prediction with 1.9M reactions from USPTO patents (1976-2016). Task: Predict the product of the given reaction. (1) Given the reactants [CH3:1][C:2]1[CH:10]=[C:9]([O:11][CH2:12][C@@H:13]2[CH2:18][N:17]([CH3:19])[C:16]3[CH:20]=[CH:21][CH:22]=[CH:23][C:15]=3[O:14]2)[CH:8]=[C:7]([CH3:24])[C:3]=1[C:4](O)=[O:5].C(Cl)(=O)C([Cl:28])=O, predict the reaction product. The product is: [CH3:1][C:2]1[CH:10]=[C:9]([O:11][CH2:12][C@@H:13]2[CH2:18][N:17]([CH3:19])[C:16]3[CH:20]=[CH:21][CH:22]=[CH:23][C:15]=3[O:14]2)[CH:8]=[C:7]([CH3:24])[C:3]=1[C:4]([Cl:28])=[O:5]. (2) The product is: [C:24]([O:32][C@@H:33]1[CH2:41][C@@H:36]2[O:37][C:38](=[O:40])[CH2:39][C@@H:35]2[C@H:34]1/[CH:42]=[CH:43]/[C@H:44]([C:46]1[S:50][C:49]2[CH:51]=[CH:52][CH:53]=[CH:54][C:48]=2[CH:47]=1)[O:45][Si:10]([C:7]([CH3:9])([CH3:8])[CH3:6])([C:17]1[CH:22]=[CH:21][CH:20]=[CH:19][CH:18]=1)[C:11]1[CH:16]=[CH:15][CH:14]=[CH:13][CH:12]=1)(=[O:31])[C:25]1[CH:30]=[CH:29][CH:28]=[CH:27][CH:26]=1. Given the reactants N1C=CN=C1.[CH3:6][C:7]([Si:10](Cl)([C:17]1[CH:22]=[CH:21][CH:20]=[CH:19][CH:18]=1)[C:11]1[CH:16]=[CH:15][CH:14]=[CH:13][CH:12]=1)([CH3:9])[CH3:8].[C:24]([O:32][C@@H:33]1[CH2:41][C@@H:36]2[O:37][C:38](=[O:40])[CH2:39][C@@H:35]2[C@H:34]1/[CH:42]=[CH:43]/[C@H:44]([C:46]1[S:50][C:49]2[CH:51]=[CH:52][CH:53]=[CH:54][C:48]=2[CH:47]=1)[OH:45])(=[O:31])[C:25]1[CH:30]=[CH:29][CH:28]=[CH:27][CH:26]=1, predict the reaction product. (3) Given the reactants [CH3:1][C:2]1[N:3]=[C:4]([NH2:17])[S:5][C:6]=1[S:7]([N:10]1[CH2:15][CH2:14][N:13]([CH3:16])[CH2:12][CH2:11]1)(=[O:9])=[O:8].C1N=CN([C:23](N2C=NC=C2)=[O:24])C=1.[CH:30]1([NH:36][CH:37]2[CH2:42][CH2:41][CH2:40][CH2:39][CH2:38]2)[CH2:35][CH2:34][CH2:33][CH2:32][CH2:31]1.O, predict the reaction product. The product is: [CH:37]1([N:36]([CH:30]2[CH2:31][CH2:32][CH2:33][CH2:34][CH2:35]2)[C:23]([NH:17][C:4]2[S:5][C:6]([S:7]([N:10]3[CH2:15][CH2:14][N:13]([CH3:16])[CH2:12][CH2:11]3)(=[O:9])=[O:8])=[C:2]([CH3:1])[N:3]=2)=[O:24])[CH2:38][CH2:39][CH2:40][CH2:41][CH2:42]1. (4) Given the reactants C(OC([N:8]1[CH2:13][CH2:12][CH:11]([CH2:14][C:15]2[NH:16][CH:17]=[CH:18][CH:19]=2)[CH2:10][CH2:9]1)=O)(C)(C)C, predict the reaction product. The product is: [NH:16]1[CH:17]=[CH:18][CH:19]=[C:15]1[CH2:14][CH:11]1[CH2:12][CH2:13][NH:8][CH2:9][CH2:10]1.